This data is from Reaction yield outcomes from USPTO patents with 853,638 reactions. The task is: Predict the reaction yield, written as a fraction of the theoretical maximum amount of product (1.0 means a 100% yield; for example, 0.34 means a 34% yield). (1) The product is [N:9]1[C:8]2[CH:18]=[CH:10][CH:11]=[CH:12][C:7]=2[NH:6][CH:24]=1. The yield is 0.820. The reactants are S(=O)(=O)(O)O.[NH2:6][CH2:7][C:8]#[N:9].[C:10]([C:18]1C=CC=CC=1)(=O)[C:11]1C=CC=C[CH:12]=1.[CH3:24]CN(C(C)C)C(C)C. The catalyst is ClCCl. (2) The catalyst is C(O)(=O)C.O1CCCC1. The product is [I:5][C:6]1[CH:7]=[C:8]2[C:12](=[CH:13][CH:14]=1)[N:11]([C:15]([O:17][C:18]([CH3:21])([CH3:20])[CH3:19])=[O:16])[CH2:10][CH2:9]2. The yield is 0.450. The reactants are C([BH3-])#N.[Na+].[I:5][C:6]1[CH:7]=[C:8]2[C:12](=[CH:13][CH:14]=1)[NH:11][CH:10]=[CH:9]2.[C:15](O[C:15]([O:17][C:18]([CH3:21])([CH3:20])[CH3:19])=[O:16])([O:17][C:18]([CH3:21])([CH3:20])[CH3:19])=[O:16].C(=O)(O)[O-].[Na+].Cl.C(N)C1C=CC=CC=1. (3) The catalyst is CC(N(C)C)=O. The yield is 0.970. The product is [F:1][C:2]1[CH:3]=[C:4]([C:8]2[N:9]=[CH:10][C:11]([C:12]([NH:14][CH:15]3[CH2:16][CH2:17][N:18]([C:24]4[CH:36]=[CH:35][C:27]([C:28]([O:30][C:31]([CH3:32])([CH3:33])[CH3:34])=[O:29])=[CH:26][N:25]=4)[CH2:19][CH2:20]3)=[O:13])=[CH:21][CH:22]=2)[CH:5]=[CH:6][CH:7]=1. The reactants are [F:1][C:2]1[CH:3]=[C:4]([C:8]2[CH:22]=[CH:21][C:11]([C:12]([NH:14][CH:15]3[CH2:20][CH2:19][NH:18][CH2:17][CH2:16]3)=[O:13])=[CH:10][N:9]=2)[CH:5]=[CH:6][CH:7]=1.Br[C:24]1[CH:36]=[CH:35][C:27]([C:28]([O:30][C:31]([CH3:34])([CH3:33])[CH3:32])=[O:29])=[CH:26][N:25]=1.[F-].[Cs+]. (4) The reactants are Br[C:2]1[N:7]=[C:6]([C:8]([OH:10])=[O:9])[C:5]([F:11])=[CH:4][CH:3]=1.[F:12][C:13]1[CH:18]=[CH:17][C:16]([O:19][CH3:20])=[CH:15][C:14]=1B(O)O. The catalyst is C1C=CC(P(C2C=CC=CC=2)[C-]2C=CC=C2)=CC=1.C1C=CC(P(C2C=CC=CC=2)[C-]2C=CC=C2)=CC=1.Cl[Pd]Cl.[Fe+2].C(Cl)Cl. The product is [F:11][C:5]1[C:6]([C:8]([OH:10])=[O:9])=[N:7][C:2]([C:14]2[CH:15]=[C:16]([O:19][CH3:20])[CH:17]=[CH:18][C:13]=2[F:12])=[CH:3][CH:4]=1. The yield is 0.890. (5) The reactants are [N:1]1[C:10]2[C:5](=[CH:6][CH:7]=[CH:8][CH:9]=2)[C:4]([OH:11])=[CH:3][C:2]=1[OH:12].C(O)(=O)C.[N+:17]([O-])([OH:19])=[O:18]. The catalyst is O. The product is [N+:17]([C:3]1[C:2]([OH:12])=[N:1][C:10]2[C:5]([C:4]=1[OH:11])=[CH:6][CH:7]=[CH:8][CH:9]=2)([O-:19])=[O:18]. The yield is 0.782. (6) The reactants are [C:1]([C:4]1[CH:12]=[CH:11][C:7]([C:8]([OH:10])=[O:9])=[CH:6][CH:5]=1)(=[O:3])[CH3:2].[CH3:13][O:14][C:15]1[CH:22]=[C:21]([O:23][CH3:24])[C:20]([C:25]2[N:26]([CH3:34])[C:27]3[C:32]([CH:33]=2)=[CH:31][CH:30]=[CH:29][CH:28]=3)=[CH:19][C:16]=1[CH:17]=O. No catalyst specified. The product is [CH3:13][O:14][C:15]1[CH:22]=[C:21]([O:23][CH3:24])[C:20]([C:25]2[N:26]([CH3:34])[C:27]3[C:32]([CH:33]=2)=[CH:31][CH:30]=[CH:29][CH:28]=3)=[CH:19][C:16]=1/[CH:17]=[CH:2]/[C:1]([C:4]1[CH:12]=[CH:11][C:7]([C:8]([OH:10])=[O:9])=[CH:6][CH:5]=1)=[O:3]. The yield is 0.870. (7) The reactants are F[C:2]1[CH:29]=[CH:28][CH:27]=[CH:26][C:3]=1[CH2:4][N:5]1[C:10](=[O:11])[CH:9]=[CH:8][C:7]([C:12]2C3C(=CC=CC=3)N(CC(O)=O)C=2C)=[CH:6]1.[Cl:30][C:31]1[CH:32]=[C:33]2[C:37](=[CH:38][CH:39]=1)[N:36]([CH2:40][C:41]([O:43]C)=[O:42])[C:35]([CH3:45])=[CH:34]2.[Li+].[OH-]. No catalyst specified. The product is [CH2:4]([N:5]1[C:10](=[O:11])[CH:9]=[CH:8][C:7]([CH2:12][C:34]2[C:33]3[C:37](=[CH:38][CH:39]=[C:31]([Cl:30])[CH:32]=3)[N:36]([CH2:40][C:41]([OH:43])=[O:42])[C:35]=2[CH3:45])=[CH:6]1)[C:3]1[CH:26]=[CH:27][CH:28]=[CH:29][CH:2]=1. The yield is 0.790.